Task: Regression/Classification. Given a drug SMILES string, predict its absorption, distribution, metabolism, or excretion properties. Task type varies by dataset: regression for continuous measurements (e.g., permeability, clearance, half-life) or binary classification for categorical outcomes (e.g., BBB penetration, CYP inhibition). Dataset: cyp2c9_veith.. Dataset: CYP2C9 inhibition data for predicting drug metabolism from PubChem BioAssay The drug is COc1ccc(C(=O)N2CC3(CC(c4ccc(Cl)cc4)=NO3)C[C@H]2C(=O)NCC(N)=O)cc1. The result is 0 (non-inhibitor).